Task: Regression. Given a peptide amino acid sequence and an MHC pseudo amino acid sequence, predict their binding affinity value. This is MHC class I binding data.. Dataset: Peptide-MHC class I binding affinity with 185,985 pairs from IEDB/IMGT (1) The peptide sequence is GGIRMVDI. The MHC is H-2-Kb with pseudo-sequence H-2-Kb. The binding affinity (normalized) is 0.0735. (2) The peptide sequence is HPVGEADYF. The MHC is HLA-B44:02 with pseudo-sequence HLA-B44:02. The binding affinity (normalized) is 0.